This data is from Reaction yield outcomes from USPTO patents with 853,638 reactions. The task is: Predict the reaction yield, written as a fraction of the theoretical maximum amount of product (1.0 means a 100% yield; for example, 0.34 means a 34% yield). (1) The reactants are Br[C:2]1[CH:3]=[N:4][C:5]2[C:10]([CH:11]=1)=[CH:9][CH:8]=[C:7]([O:12][CH3:13])[CH:6]=2.B([C:17]1[CH:25]=[CH:24][C:20]([C:21]([OH:23])=[O:22])=[CH:19][CH:18]=1)(O)O.C([O-])([O-])=O.[Na+].[Na+]. The catalyst is COCCOC.O.CCO.C1C=CC(P(C2C=CC=CC=2)[C-]2C=CC=C2)=CC=1.C1C=CC(P(C2C=CC=CC=2)[C-]2C=CC=C2)=CC=1.Cl[Pd]Cl.[Fe+2]. The product is [CH3:13][O:12][C:7]1[CH:6]=[C:5]2[C:10]([CH:11]=[C:2]([C:17]3[CH:25]=[CH:24][C:20]([C:21]([OH:23])=[O:22])=[CH:19][CH:18]=3)[CH:3]=[N:4]2)=[CH:9][CH:8]=1. The yield is 0.291. (2) The reactants are [C:1]([O:5][C:6](/[C:8](=[CH:13]\[C:14]1[CH:22]=[C:21]([F:23])[C:17]2[O:18][CH2:19][O:20][C:16]=2[CH:15]=1)/[C:9]([O:11][CH3:12])=[O:10])=[O:7])([CH3:4])([CH3:3])[CH3:2]. The catalyst is CO. The product is [C:1]([O:5][C:6]([C@@H:8]([CH2:13][C:14]1[CH:22]=[C:21]([F:23])[C:17]2[O:18][CH2:19][O:20][C:16]=2[CH:15]=1)[C:9]([O:11][CH3:12])=[O:10])=[O:7])([CH3:4])([CH3:2])[CH3:3]. The yield is 0.994. (3) The reactants are [C:1]([C:5]1[CH:11]=[CH:10][C:8]([NH2:9])=[C:7]([N+:12]([O-:14])=[O:13])[CH:6]=1)([CH3:4])([CH3:3])[CH3:2].[BrH:15].[NH+]1C=CC=CC=1.O.S([O-])([O-])=O.[Na+].[Na+]. The catalyst is C(O)(=O)C. The product is [Br:15][C:10]1[CH:11]=[C:5]([C:1]([CH3:4])([CH3:2])[CH3:3])[CH:6]=[C:7]([N+:12]([O-:14])=[O:13])[C:8]=1[NH2:9]. The yield is 0.940. (4) The reactants are [CH2:1]([NH:3][C:4]([C:6]1[CH:11]=[CH:10][C:9]([N:12]2[C:16]([CH2:17][CH2:18][CH2:19][CH2:20][CH2:21][F:22])=[C:15]([C:23]([OH:25])=O)[N:14]=[N:13]2)=[CH:8][CH:7]=1)=[O:5])[CH3:2].C1C=C[C:29]2N(O)N=[N:32][C:30]=2[CH:31]=1.C1(N)CC1.CCN=C=NCCCN(C)C. The catalyst is C(#N)C.CN(C=O)C.C(=O)([O-])[O-].[Na+].[Na+]. The product is [CH:30]1([NH:32][C:23]([C:15]2[N:14]=[N:13][N:12]([C:9]3[CH:8]=[CH:7][C:6]([C:4]([NH:3][CH2:1][CH3:2])=[O:5])=[CH:11][CH:10]=3)[C:16]=2[CH2:17][CH2:18][CH2:19][CH2:20][CH2:21][F:22])=[O:25])[CH2:31][CH2:29]1. The yield is 0.851. (5) The reactants are Br[CH2:2][CH2:3][O:4][C:5]1[CH:10]=[CH:9][C:8]([C:11]2[N:12]([CH2:24][CH3:25])[C:13]3[C:18]([C:19]=2[C:20]#[N:21])=[CH:17][CH:16]=[C:15]([O:22][CH3:23])[CH:14]=3)=[CH:7][CH:6]=1.[N-:26]=[N+:27]=[N-:28].[Na+]. The catalyst is CO. The product is [N:26]([CH2:2][CH2:3][O:4][C:5]1[CH:10]=[CH:9][C:8]([C:11]2[N:12]([CH2:24][CH3:25])[C:13]3[C:18]([C:19]=2[C:20]#[N:21])=[CH:17][CH:16]=[C:15]([O:22][CH3:23])[CH:14]=3)=[CH:7][CH:6]=1)=[N+:27]=[N-:28]. The yield is 0.800. (6) The reactants are [F:1][C:2]1[CH:7]=[CH:6][C:5]([C:8]2[O:9][C:10]3[CH:20]=[C:19]([N:21]([CH3:26])[S:22]([CH3:25])(=[O:24])=[O:23])[C:18]([C:27]4[CH:28]=[C:29]([C:33]5[N:34]([CH2:42][C:43]([OH:45])=O)[C:35]6[C:40]([CH:41]=5)=[CH:39][CH:38]=[CH:37][CH:36]=6)[CH:30]=[CH:31][CH:32]=4)=[CH:17][C:11]=3[C:12]=2[C:13](=[O:16])[NH:14][CH3:15])=[CH:4][CH:3]=1.CC[N:48]=C=NCCCN(C)C.C1C=CC2N(O)N=NC=2C=1.[NH4+].[Cl-]. The catalyst is CC#N. The product is [NH2:48][C:43](=[O:45])[CH2:42][N:34]1[C:35]2[C:40](=[CH:39][CH:38]=[CH:37][CH:36]=2)[CH:41]=[C:33]1[C:29]1[CH:28]=[C:27]([C:18]2[C:19]([N:21]([CH3:26])[S:22]([CH3:25])(=[O:23])=[O:24])=[CH:20][C:10]3[O:9][C:8]([C:5]4[CH:4]=[CH:3][C:2]([F:1])=[CH:7][CH:6]=4)=[C:12]([C:13]([NH:14][CH3:15])=[O:16])[C:11]=3[CH:17]=2)[CH:32]=[CH:31][CH:30]=1. The yield is 0.200.